This data is from Forward reaction prediction with 1.9M reactions from USPTO patents (1976-2016). The task is: Predict the product of the given reaction. (1) The product is: [NH2:19][C:6]1[C:7]([CH2:9][S:10]([C:13]2[CH:14]=[CH:15][CH:16]=[CH:17][CH:18]=2)(=[O:12])=[O:11])=[N:8][C:3]([O:2][CH3:1])=[CH:4][CH:5]=1. Given the reactants [CH3:1][O:2][C:3]1[N:8]=[C:7]([CH2:9][S:10]([C:13]2[CH:18]=[CH:17][CH:16]=[CH:15][CH:14]=2)(=[O:12])=[O:11])[C:6]([N+:19]([O-])=O)=[CH:5][CH:4]=1.[Sn], predict the reaction product. (2) Given the reactants Cl[CH2:2][C:3]1[CH:4]=[C:5]([CH:9]=[CH:10][CH:11]=1)[C:6](Cl)=[O:7].[CH3:12][Si:13]([CH3:18])([CH3:17])[CH2:14][CH2:15][OH:16].C(N(CC)CC)C.[I-:26].[Na+], predict the reaction product. The product is: [CH3:12][Si:13]([CH3:18])([CH3:17])[CH2:14][CH2:15][O:16][C:6](=[O:7])[C:5]1[CH:9]=[CH:10][CH:11]=[C:3]([CH2:2][I:26])[CH:4]=1.